Dataset: Reaction yield outcomes from USPTO patents with 853,638 reactions. Task: Predict the reaction yield, written as a fraction of the theoretical maximum amount of product (1.0 means a 100% yield; for example, 0.34 means a 34% yield). (1) The reactants are C[O:2][C:3]([C:5]1[CH:6]=[C:7]([Cl:32])[CH:8]=[C:9]2[C:14]=1[NH:13][CH:12]([C:15]1[CH:16]=[C:17]([C:21]3[CH:26]=[CH:25][C:24]([CH:27]([CH3:29])[CH3:28])=[CH:23][CH:22]=3)[CH:18]=[CH:19][CH:20]=1)[C:11]([CH3:31])([CH3:30])[CH2:10]2)=[O:4].[OH-].[Na+].Cl. The catalyst is CO.O1CCCC1.O. The product is [Cl:32][C:7]1[CH:8]=[C:9]2[C:14](=[C:5]([C:3]([OH:4])=[O:2])[CH:6]=1)[NH:13][CH:12]([C:15]1[CH:16]=[C:17]([C:21]3[CH:22]=[CH:23][C:24]([CH:27]([CH3:28])[CH3:29])=[CH:25][CH:26]=3)[CH:18]=[CH:19][CH:20]=1)[C:11]([CH3:30])([CH3:31])[CH2:10]2. The yield is 0.900. (2) The reactants are [CH:1]([C:3]1[CH:10]=[CH:9][C:6]([C:7]#[N:8])=[CH:5][CH:4]=1)=[O:2].[CH2:11](O)[CH2:12][OH:13].O.C1(C)C=CC(S(O)(=O)=O)=CC=1. The catalyst is C1(C)C=CC=CC=1. The product is [O:2]1[CH2:11][CH2:12][O:13][CH:1]1[C:3]1[CH:10]=[CH:9][C:6]([C:7]#[N:8])=[CH:5][CH:4]=1. The yield is 0.810. (3) The reactants are [Si]([O:18][CH2:19][C:20]1[C:21]([N:36]2[CH2:41][C@H:40]([CH3:42])[O:39][C@H:38]([CH3:43])[CH2:37]2)=[C:22]([F:35])[C:23]2[O:27][N:26]=[C:25]([C:28]3[O:32][C:31](=[O:33])[NH:30][N:29]=3)[C:24]=2[CH:34]=1)(C(C)(C)C)(C1C=CC=CC=1)C1C=CC=CC=1.CCCC[N+](CCCC)(CCCC)CCCC.[F-]. The catalyst is C1COCC1. The product is [CH3:42][C@@H:40]1[CH2:41][N:36]([C:21]2[C:20]([CH2:19][OH:18])=[CH:34][C:24]3[C:25]([C:28]4[O:32][C:31](=[O:33])[NH:30][N:29]=4)=[N:26][O:27][C:23]=3[C:22]=2[F:35])[CH2:37][C@H:38]([CH3:43])[O:39]1. The yield is 0.790. (4) The reactants are [Cl:1][C:2]1[CH:7]=[CH:6][C:5]([S:8][C:9]2[CH:16]=[CH:15][C:12]([CH:13]=[O:14])=[CH:11][CH:10]=2)=[CH:4][CH:3]=1.ClC1C=C(C=CC=1)C(OO)=[O:22].[OH-].[K+]. The catalyst is C(Cl)Cl. The product is [Cl:1][C:2]1[CH:7]=[CH:6][C:5]([S:8]([C:9]2[CH:16]=[CH:15][C:12]([CH:13]=[O:14])=[CH:11][CH:10]=2)=[O:22])=[CH:4][CH:3]=1. The yield is 0.522. (5) The reactants are Cl[CH2:2][C:3]([NH:5][C:6]1[CH:7]=[C:8]([CH:23]=[CH:24][C:25]=1[O:26][C:27]([F:30])([F:29])[F:28])[C:9]([NH:11][C:12]1[S:13][C:14]([C:17]2[CH:22]=[CH:21][CH:20]=[CH:19][CH:18]=2)=[N:15][N:16]=1)=[O:10])=[O:4].[I-].[K+].C(N(C(C)C)C(C)C)C.[CH3:42][N:43]1[CH2:48][CH2:47][NH:46][CH:45]([CH3:49])[CH2:44]1. The catalyst is CN(C=O)C. The product is [CH3:49][CH:45]1[CH2:44][N:43]([CH3:42])[CH2:48][CH2:47][N:46]1[CH2:2][C:3]([NH:5][C:6]1[CH:7]=[C:8]([CH:23]=[CH:24][C:25]=1[O:26][C:27]([F:30])([F:29])[F:28])[C:9]([NH:11][C:12]1[S:13][C:14]([C:17]2[CH:22]=[CH:21][CH:20]=[CH:19][CH:18]=2)=[N:15][N:16]=1)=[O:10])=[O:4]. The yield is 0.280. (6) The reactants are [Si]([O:8][CH2:9][CH2:10][O:11][C:12]1[CH:17]=[CH:16][N:15]=[C:14]([NH:18][C:19]2[CH:20]=[C:21]([C:26]3[S:30][C:29]([C:31]4([OH:39])[CH2:36][O:35]C(C)(C)[O:33][CH2:32]4)=[N:28][CH:27]=3)[CH:22]=[C:23]([CH3:25])[CH:24]=2)[N:13]=1)(C(C)(C)C)(C)C.Cl. The catalyst is O1CCCC1.CO. The product is [OH:8][CH2:9][CH2:10][O:11][C:12]1[CH:17]=[CH:16][N:15]=[C:14]([NH:18][C:19]2[CH:20]=[C:21]([C:26]3[S:30][C:29]([C:31]([OH:39])([CH2:36][OH:35])[CH2:32][OH:33])=[N:28][CH:27]=3)[CH:22]=[C:23]([CH3:25])[CH:24]=2)[N:13]=1. The yield is 0.560.